Dataset: Reaction yield outcomes from USPTO patents with 853,638 reactions. Task: Predict the reaction yield, written as a fraction of the theoretical maximum amount of product (1.0 means a 100% yield; for example, 0.34 means a 34% yield). (1) The reactants are FC(F)(F)C(O)=O.[CH2:8]([N:15]1[CH:20]2[CH2:21][CH2:22][CH:16]1[CH2:17][CH:18]([NH:23][C:24]1[C:25]([CH3:39])=[C:26]3[C:30](=[CH:31][CH:32]=1)[N:29](C1CCCCO1)[N:28]=[CH:27]3)[CH2:19]2)[C:9]1[CH:14]=[CH:13][CH:12]=[CH:11][CH:10]=1.C(=O)([O-])O.[Na+]. The catalyst is ClCCl. The product is [CH2:8]([N:15]1[CH:20]2[CH2:21][CH2:22][CH:16]1[CH2:17][CH:18]([NH:23][C:24]1[C:25]([CH3:39])=[C:26]3[C:30](=[CH:31][CH:32]=1)[NH:29][N:28]=[CH:27]3)[CH2:19]2)[C:9]1[CH:14]=[CH:13][CH:12]=[CH:11][CH:10]=1. The yield is 0.650. (2) The reactants are [Si]([O:8][C@@H:9]([C:55]1[CH:60]=[CH:59][CH:58]=[CH:57][C:56]=1[C:61]1[CH:66]=[CH:65][C:64]([Cl:67])=[CH:63][CH:62]=1)[CH:10]1[CH2:15][CH2:14][N:13]([C:16]2[CH:54]=[CH:53][C:19]([C:20]([NH:22][S:23]([C:26]3[CH:31]=[CH:30][C:29]([NH:32][C@H:33]([CH2:42][CH2:43][N:44]4[CH2:49][CH2:48][O:47][CH2:46][CH2:45]4)[CH2:34][S:35][C:36]4[CH:41]=[CH:40][CH:39]=[CH:38][CH:37]=4)=[C:28]([N+:50]([O-:52])=[O:51])[CH:27]=3)(=[O:25])=[O:24])=[O:21])=[CH:18][CH:17]=2)[CH2:12][CH2:11]1)(C(C)(C)C)(C)C.CCCC[N+](CCCC)(CCCC)CCCC.[F-]. No catalyst specified. The product is [Cl:67][C:64]1[CH:65]=[CH:66][C:61]([C:56]2[CH:57]=[CH:58][CH:59]=[CH:60][C:55]=2[C@H:9]([OH:8])[CH:10]2[CH2:11][CH2:12][N:13]([C:16]3[CH:17]=[CH:18][C:19]([C:20]([NH:22][S:23]([C:26]4[CH:31]=[CH:30][C:29]([NH:32][C@H:33]([CH2:42][CH2:43][N:44]5[CH2:45][CH2:46][O:47][CH2:48][CH2:49]5)[CH2:34][S:35][C:36]5[CH:41]=[CH:40][CH:39]=[CH:38][CH:37]=5)=[C:28]([N+:50]([O-:52])=[O:51])[CH:27]=4)(=[O:25])=[O:24])=[O:21])=[CH:53][CH:54]=3)[CH2:14][CH2:15]2)=[CH:62][CH:63]=1. The yield is 0.780. (3) The reactants are [NH2:1][C:2]1[CH:7]=[CH:6][C:5]([C:8]([CH3:12])([CH3:11])[C:9]#[N:10])=[CH:4][CH:3]=1.[Cl:13][C:14]1[CH:22]=[C:21]([O:23][CH3:24])[C:20]([O:25][CH3:26])=[CH:19][C:15]=1[C:16](O)=[O:17].C1C=CC2N(O)N=NC=2C=1.C(Cl)CCl. The catalyst is O1CCOCC1.C(Cl)Cl. The product is [Cl:13][C:14]1[CH:22]=[C:21]([O:23][CH3:24])[C:20]([O:25][CH3:26])=[CH:19][C:15]=1[C:16]([NH:1][C:2]1[CH:3]=[CH:4][C:5]([C:8]([C:9]#[N:10])([CH3:12])[CH3:11])=[CH:6][CH:7]=1)=[O:17]. The yield is 0.170. (4) The reactants are S(C)C.[Br:4][CH2:5][C:6]1[CH:14]=[CH:13][C:9]([C:10](O)=[O:11])=[CH:8][CH:7]=1.CO. The catalyst is C1COCC1.C(Cl)Cl. The product is [Br:4][CH2:5][C:6]1[CH:14]=[CH:13][C:9]([CH2:10][OH:11])=[CH:8][CH:7]=1. The yield is 0.690. (5) The reactants are [CH3:1][C:2]1[CH:7]=[CH:6][C:5]([C:8]2[C:16]3[C:11](=[CH:12][CH:13]=[CH:14][CH:15]=3)[NH:10][N:9]=2)=[CH:4][CH:3]=1.CC[O-].[Na+].[Cl:21][C:22]1[CH:23]=[C:24]([CH:27]=[CH:28][CH:29]=1)[CH2:25]Cl. No catalyst specified. The product is [Cl:21][C:22]1[CH:23]=[C:24]([CH:27]=[CH:28][CH:29]=1)[CH2:25][N:9]1[C:8]([C:5]2[CH:4]=[CH:3][C:2]([CH3:1])=[CH:7][CH:6]=2)=[C:16]2[C:11]([CH:12]=[CH:13][CH:14]=[CH:15]2)=[N:10]1. The yield is 0.0500. (6) The reactants are [N:1]([C@H:4]([C@:18]([CH2:43][C:44]1[CH:49]=[CH:48][CH:47]=[CH:46][CH:45]=1)([OH:42])[C@H:19]([O:34][CH2:35][C:36]1[CH:41]=[CH:40][CH:39]=[CH:38][CH:37]=1)[CH2:20][CH:21]=[CH:22][CH2:23][CH2:24][CH2:25][CH2:26][CH2:27][CH2:28][CH2:29][CH2:30][CH2:31][CH2:32][CH3:33])[CH2:5][O:6][C@H:7]1[O:15][C@H:14]([CH2:16][OH:17])[C@H:12]([OH:13])[C@H:10]([OH:11])[C@H:8]1[OH:9])=[N+]=[N-].P(C)(C)C.[OH-].[Na+].ClC(OCC(C)C)=O.[C:64](O)(=[O:90])[CH2:65][CH2:66][CH2:67][CH2:68][CH2:69][CH2:70][CH2:71][CH2:72][CH2:73][CH2:74][CH2:75][CH2:76][CH2:77][CH2:78][CH2:79][CH2:80][CH2:81][CH2:82][CH2:83][CH2:84][CH2:85][CH2:86][CH2:87][CH2:88][CH3:89].CCN(CC)CC. The catalyst is C(Cl)Cl.C1COCC1.O. The product is [CH2:43]([C@@:18]([OH:42])([C@H:19]([O:34][CH2:35][C:36]1[CH:41]=[CH:40][CH:39]=[CH:38][CH:37]=1)[CH2:20][CH:21]=[CH:22][CH2:23][CH2:24][CH2:25][CH2:26][CH2:27][CH2:28][CH2:29][CH2:30][CH2:31][CH2:32][CH3:33])[C@@H:4]([NH:1][C:64](=[O:90])[CH2:65][CH2:66][CH2:67][CH2:68][CH2:69][CH2:70][CH2:71][CH2:72][CH2:73][CH2:74][CH2:75][CH2:76][CH2:77][CH2:78][CH2:79][CH2:80][CH2:81][CH2:82][CH2:83][CH2:84][CH2:85][CH2:86][CH2:87][CH2:88][CH3:89])[CH2:5][O:6][C@H:7]1[O:15][C@H:14]([CH2:16][OH:17])[C@H:12]([OH:13])[C@H:10]([OH:11])[C@H:8]1[OH:9])[C:44]1[CH:49]=[CH:48][CH:47]=[CH:46][CH:45]=1. The yield is 0.800.